Dataset: Forward reaction prediction with 1.9M reactions from USPTO patents (1976-2016). Task: Predict the product of the given reaction. (1) The product is: [NH2:21][C:17]1[C:15]2[S:16][C:7]3[C:8](=[N:9][CH:10]=[C:11]([C:12]#[N:13])[C:6]=3[NH:5][C:4]3[CH:24]=[CH:25][CH:26]=[C:2]([Br:1])[CH:3]=3)[C:14]=2[CH:20]=[CH:19][CH:18]=1. Given the reactants [Br:1][C:2]1[CH:3]=[C:4]([CH:24]=[CH:25][CH:26]=1)[NH:5][C:6]1[C:11]([C:12]#[N:13])=[CH:10][N:9]=[C:8]2[C:14]3[CH:20]=[CH:19][CH:18]=[C:17]([N+:21]([O-])=O)[C:15]=3[S:16][C:7]=12.CO, predict the reaction product. (2) Given the reactants [C:1](=[O:4])([O-])[O-].[Cs+].[Cs+].[Br:7][C:8]1[C:16]2[C:11](=[CH:12][C:13]([OH:17])=[CH:14][CH:15]=2)[N:10]([C:18]([O:20][C:21]([CH3:24])([CH3:23])[CH3:22])=[O:19])[C:9]=1[C:25]([O:27][CH3:28])=[O:26].BrC[CH2:31][Si:32]([C:35]([CH3:38])([CH3:37])[CH3:36])(C)[CH3:33].[CH3:39]N(C=O)C, predict the reaction product. The product is: [Br:7][C:8]1[C:16]2[C:11](=[CH:12][C:13]([O:17][CH2:39][CH2:1][O:4][Si:32]([C:35]([CH3:38])([CH3:37])[CH3:36])([CH3:33])[CH3:31])=[CH:14][CH:15]=2)[N:10]([C:18]([O:20][C:21]([CH3:24])([CH3:23])[CH3:22])=[O:19])[C:9]=1[C:25]([O:27][CH3:28])=[O:26]. (3) Given the reactants [CH2:1]([O:3][C:4]([C:6]1([C:9]2[CH:14]=[CH:13][C:12]([C:15]3[CH:20]=[CH:19][C:18]([C:21]4[S:22][C:23]([F:29])=CC=4C(O)=O)=[CH:17][CH:16]=3)=[CH:11][CH:10]=2)[CH2:8][CH2:7]1)=[O:5])[CH3:2].C([N:32]([CH2:35][CH3:36])[CH2:33]C)C.C1(P(N=[N+]=[N-])(C2C=CC=CC=2)=[O:44])C=CC=CC=1.[F:54][C:55]1[CH:60]=[C:59]([F:61])[CH:58]=[CH:57][C:56]=1[C@H:62]([OH:64])[CH3:63].[Cl-].[NH4+], predict the reaction product. The product is: [CH2:1]([O:3][C:4]([C:6]1([C:9]2[CH:10]=[CH:11][C:12]([C:15]3[CH:16]=[CH:17][C:18]([C:21]4[S:22][C:23]([F:29])=[CH:36][C:35]=4[NH:32][C:33]([O:64][C@@H:62]([C:56]4[CH:57]=[CH:58][C:59]([F:61])=[CH:60][C:55]=4[F:54])[CH3:63])=[O:44])=[CH:19][CH:20]=3)=[CH:13][CH:14]=2)[CH2:8][CH2:7]1)=[O:5])[CH3:2]. (4) Given the reactants C(P1(=O)OP(CCC)(=O)OP(CCC)(=O)O1)CC.[CH3:19][C:20]1([C:39](O)=[O:40])[CH2:24][CH2:23][N:22]([CH2:25][C:26]2[CH:31]=[CH:30][CH:29]=[C:28]([O:32][C:33]3[CH:38]=[CH:37][CH:36]=[CH:35][CH:34]=3)[CH:27]=2)[CH2:21]1.[CH2:42]([NH2:44])[CH3:43], predict the reaction product. The product is: [CH2:42]([NH:44][C:39]([C@@:20]1([CH3:19])[CH2:24][CH2:23][N:22]([CH2:25][C:26]2[CH:31]=[CH:30][CH:29]=[C:28]([O:32][C:33]3[CH:38]=[CH:37][CH:36]=[CH:35][CH:34]=3)[CH:27]=2)[CH2:21]1)=[O:40])[CH3:43]. (5) The product is: [CH3:23][S:24]([O:1][CH:2]1[CH2:3][CH2:4][C:5]([CH3:22])([CH3:21])[CH:6]([NH:8][C:9]2[CH:16]=[CH:15][C:12]([C:13]#[N:14])=[C:11]([C:17]([F:18])([F:19])[F:20])[CH:10]=2)[CH2:7]1)(=[O:26])=[O:25]. Given the reactants [OH:1][CH:2]1[CH2:7][CH:6]([NH:8][C:9]2[CH:16]=[CH:15][C:12]([C:13]#[N:14])=[C:11]([C:17]([F:20])([F:19])[F:18])[CH:10]=2)[C:5]([CH3:22])([CH3:21])[CH2:4][CH2:3]1.[CH3:23][S:24](Cl)(=[O:26])=[O:25].O, predict the reaction product. (6) Given the reactants [NH2:1][CH2:2][C:3]([C:12]1[CH:17]=[CH:16][C:15]([Cl:18])=[CH:14][CH:13]=1)([C:5]1[CH:10]=[CH:9][C:8](I)=[CH:7][CH:6]=1)[OH:4].[CH3:19][N:20]([CH3:32])[S:21]([N:24]1[CH:28]=[C:27](Br)[C:26]([CH2:30][CH3:31])=[N:25]1)(=[O:23])=[O:22], predict the reaction product. The product is: [CH3:19][N:20]([CH3:32])[S:21]([N:24]1[CH:28]=[C:27]([C:8]2[CH:9]=[CH:10][C:5]([C:3]([C:12]3[CH:17]=[CH:16][C:15]([Cl:18])=[CH:14][CH:13]=3)([OH:4])[CH2:2][NH2:1])=[CH:6][CH:7]=2)[C:26]([CH2:30][CH3:31])=[N:25]1)(=[O:22])=[O:23].